Dataset: Full USPTO retrosynthesis dataset with 1.9M reactions from patents (1976-2016). Task: Predict the reactants needed to synthesize the given product. The reactants are: [CH3:1][C:2]1([CH3:18])[C:6]([CH3:8])([CH3:7])[O:5][B:4]([C:9]2[CH:17]=[CH:16][C:12]3N=CS[C:11]=3[CH:10]=2)[O:3]1.BrC1C=C[C:23]2[O:24]CC[O:27][C:22]=2C=1. Given the product [CH3:1][C:2]1([CH3:18])[C:6]([CH3:8])([CH3:7])[O:5][B:4]([C:9]2[CH:17]=[CH:16][C:12]3[O:24][CH2:23][CH2:22][O:27][C:11]=3[CH:10]=2)[O:3]1, predict the reactants needed to synthesize it.